From a dataset of Reaction yield outcomes from USPTO patents with 853,638 reactions. Predict the reaction yield, written as a fraction of the theoretical maximum amount of product (1.0 means a 100% yield; for example, 0.34 means a 34% yield). (1) The reactants are FC(F)(F)C(O)=O.[CH3:8][C:9]1[C:18]2[CH:17]=[N:16][C:15]([NH:19][C@@H:20]3[CH2:25][CH2:24][CH2:23][CH2:22][C@@H:21]3[NH2:26])=[N:14][C:13]=2[C:12]([C:27]2[C:35]3[C:30](=[CH:31][C:32]([C:36]([F:39])([F:38])[F:37])=[CH:33][CH:34]=3)[N:29](S(C3C=CC(C)=CC=3)(=O)=O)[CH:28]=2)=[CH:11][N:10]=1.[OH-].[Na+]. The catalyst is O1CCCC1.C(O)C. The product is [CH3:8][C:9]1[C:18]2[CH:17]=[N:16][C:15]([NH:19][C@@H:20]3[CH2:25][CH2:24][CH2:23][CH2:22][C@@H:21]3[NH2:26])=[N:14][C:13]=2[C:12]([C:27]2[C:35]3[C:30](=[CH:31][C:32]([C:36]([F:39])([F:37])[F:38])=[CH:33][CH:34]=3)[NH:29][CH:28]=2)=[CH:11][N:10]=1. The yield is 0.270. (2) The catalyst is C1(C)C=CC=CC=1. The yield is 0.610. The product is [CH2:7]([O:11][C:12]1[CH:19]=[CH:18][C:15](/[CH:16]=[CH:25]/[C:26]([NH:28][C:29]2[CH:37]=[CH:36][CH:35]=[CH:34][C:30]=2[C:31]([OH:33])=[O:32])=[O:27])=[CH:14][C:13]=1[O:20][CH3:21])[C:8]#[C:9][CH3:10]. The reactants are N1CCCCC1.[CH2:7]([O:11][C:12]1[CH:19]=[CH:18][C:15]([CH:16]=O)=[CH:14][C:13]=1[O:20][CH3:21])[C:8]#[C:9][CH3:10].C([CH2:25][C:26]([NH:28][C:29]1[CH:37]=[CH:36][CH:35]=[CH:34][C:30]=1[C:31]([OH:33])=[O:32])=[O:27])(O)=O.CC(O)=O. (3) The reactants are [F:1][C:2]([F:21])([F:20])/[CH:3]=[CH:4]/[C:5]([N:7]1[CH2:12][CH2:11][N:10]([C:13]2[CH:18]=[C:17]([CH3:19])[CH:16]=[CH:15][N:14]=2)[CH2:9][CH2:8]1)=O.COC1C=CC(P2(SP(C3C=CC(OC)=CC=3)(=S)S2)=[S:31])=CC=1. The catalyst is C1COCC1. The product is [F:1][C:2]([F:21])([F:20])/[CH:3]=[CH:4]/[C:5]([N:7]1[CH2:12][CH2:11][N:10]([C:13]2[CH:18]=[C:17]([CH3:19])[CH:16]=[CH:15][N:14]=2)[CH2:9][CH2:8]1)=[S:31]. The yield is 0.200. (4) The reactants are [CH3:1][O:2][C:3]1[CH:27]=[CH:26][C:6]([CH2:7][N:8]2[C:17]3[CH:18]=[CH:19][C:20]([C:22](O)=[O:23])=[CH:21][C:16]=3[C:15]3[N:14]=[CH:13][CH:12]=[CH:11][C:10]=3[C:9]2=[O:25])=[CH:5][CH:4]=1.Cl.C(N=C=NCCCN(C)C)C.O.ON1C2C=CC=CC=2N=N1.[NH2:51][CH2:52][CH2:53][N:54]1[CH2:59][CH2:58][CH2:57][CH2:56][CH2:55]1. The catalyst is CN(C)C=O. The product is [CH3:1][O:2][C:3]1[CH:27]=[CH:26][C:6]([CH2:7][N:8]2[C:17]3[CH:18]=[CH:19][C:20]([C:22]([NH:51][CH2:52][CH2:53][N:54]4[CH2:59][CH2:58][CH2:57][CH2:56][CH2:55]4)=[O:23])=[CH:21][C:16]=3[C:15]3[N:14]=[CH:13][CH:12]=[CH:11][C:10]=3[C:9]2=[O:25])=[CH:5][CH:4]=1. The yield is 0.920.